From a dataset of Reaction yield outcomes from USPTO patents with 853,638 reactions. Predict the reaction yield, written as a fraction of the theoretical maximum amount of product (1.0 means a 100% yield; for example, 0.34 means a 34% yield). (1) The reactants are [O:1]1[CH:5]=[CH:4][N:3]=[C:2]1[CH:6]([CH:8]1[CH2:17][CH2:16][C:15]2[C:10](=[CH:11][CH:12]=[CH:13][CH:14]=2)[CH2:9]1)[OH:7].[CH3:18][C:19]([Si:22](Cl)([CH3:24])[CH3:23])([CH3:21])[CH3:20].N1C=CN=C1. The catalyst is CN(C=O)C.CCOC(C)=O. The product is [Si:22]([O:7][CH:6]([CH:8]1[CH2:17][CH2:16][C:15]2[C:10](=[CH:11][CH:12]=[CH:13][CH:14]=2)[CH2:9]1)[C:2]1[O:1][CH:5]=[CH:4][N:3]=1)([C:19]([CH3:21])([CH3:20])[CH3:18])([CH3:24])[CH3:23]. The yield is 0.570. (2) The product is [IH:12].[CH3:11][N:3]1[C:4]2[CH:9]=[CH:8][CH:7]=[CH:6][C:5]=2[S:1][C:2]1=[NH:10]. The yield is 0.600. The reactants are [S:1]1[C:5]2[CH:6]=[CH:7][CH:8]=[CH:9][C:4]=2[N:3]=[C:2]1[NH2:10].[CH3:11][I:12]. No catalyst specified. (3) The reactants are [CH3:1][O:2][C:3]1[CH:17]=[CH:16][C:6]([C:7]([CH2:9][C:10](=[O:15])[C:11]([O:13]C)=O)=[O:8])=[CH:5][CH:4]=1.[O:18]1[CH:22]=[CH:21][C:20]([C:23]2[CH:29]=[CH:28][C:26]([NH2:27])=[CH:25][CH:24]=2)=[N:19]1.[F:30][C:31]1[CH:32]=[C:33]([CH:36]=[CH:37][CH:38]=1)[CH:34]=O.C(OCC)C. The catalyst is O1CCOCC1. The product is [F:30][C:31]1[CH:32]=[C:33]([CH:34]2[N:27]([C:26]3[CH:28]=[CH:29][C:23]([C:20]4[CH:21]=[CH:22][O:18][N:19]=4)=[CH:24][CH:25]=3)[C:11](=[O:13])[C:10]([OH:15])=[C:9]2[C:7](=[O:8])[C:6]2[CH:5]=[CH:4][C:3]([O:2][CH3:1])=[CH:17][CH:16]=2)[CH:36]=[CH:37][CH:38]=1. The yield is 0.340. (4) The reactants are [CH3:1][O:2][C:3]1[CH:12]=[C:11]2[C:6]([C:7]([O:13][CH2:14][C:15]3[N:19]4[CH:20]=[C:21]([C:24](O)=[O:25])[CH:22]=[CH:23][C:18]4=[N:17][N:16]=3)=[CH:8][CH:9]=[N:10]2)=[CH:5][CH:4]=1.[C:27]([O:31][C:32](=[O:38])[N:33]([CH2:35][CH2:36][NH2:37])[CH3:34])([CH3:30])([CH3:29])[CH3:28].F[P-](F)(F)(F)(F)F.N1(OC(N(C)C)=[N+](C)C)C2N=CC=CC=2N=N1.C(N(CC)CC)C. The catalyst is CN(C=O)C. The product is [CH3:1][O:2][C:3]1[CH:12]=[C:11]2[C:6]([C:7]([O:13][CH2:14][C:15]3[N:19]4[CH:20]=[C:21]([C:24]([NH:37][CH2:36][CH2:35][N:33]([CH3:34])[C:32](=[O:38])[O:31][C:27]([CH3:28])([CH3:29])[CH3:30])=[O:25])[CH:22]=[CH:23][C:18]4=[N:17][N:16]=3)=[CH:8][CH:9]=[N:10]2)=[CH:5][CH:4]=1. The yield is 0.930. (5) The reactants are [OH:1][CH2:2][CH2:3][CH2:4][C:5]1[CH:6]=[C:7]([NH:12][C:13]2[N:14]=[CH:15][C:16]3[CH2:17][C:18](=[O:32])[NH:19][C:20]4[CH:27]=[C:26]([C:28]([F:31])([F:30])[F:29])[CH:25]=[CH:24][C:21]=4[C:22]=3[N:23]=2)[C:8]([CH3:11])=[N:9][CH:10]=1.N1C=CN=C1.[Si:38](Cl)([C:41]([CH3:44])([CH3:43])[CH3:42])([CH3:40])[CH3:39]. The catalyst is C1COCC1. The product is [Si:38]([O:1][CH2:2][CH2:3][CH2:4][C:5]1[CH:6]=[C:7]([NH:12][C:13]2[N:14]=[CH:15][C:16]3[CH2:17][C:18](=[O:32])[NH:19][C:20]4[CH:27]=[C:26]([C:28]([F:31])([F:30])[F:29])[CH:25]=[CH:24][C:21]=4[C:22]=3[N:23]=2)[C:8]([CH3:11])=[N:9][CH:10]=1)([C:41]([CH3:44])([CH3:43])[CH3:42])([CH3:40])[CH3:39]. The yield is 0.510.